Dataset: NCI-60 drug combinations with 297,098 pairs across 59 cell lines. Task: Regression. Given two drug SMILES strings and cell line genomic features, predict the synergy score measuring deviation from expected non-interaction effect. (1) Cell line: ACHN. Synergy scores: CSS=1.40, Synergy_ZIP=-2.99, Synergy_Bliss=-5.83, Synergy_Loewe=-8.35, Synergy_HSA=-5.88. Drug 1: CNC(=O)C1=CC=CC=C1SC2=CC3=C(C=C2)C(=NN3)C=CC4=CC=CC=N4. Drug 2: COC1=NC(=NC2=C1N=CN2C3C(C(C(O3)CO)O)O)N. (2) Drug 1: C1=CC(=CC=C1CC(C(=O)O)N)N(CCCl)CCCl.Cl. Drug 2: CC1=C2C(C(=O)C3(C(CC4C(C3C(C(C2(C)C)(CC1OC(=O)C(C(C5=CC=CC=C5)NC(=O)C6=CC=CC=C6)O)O)OC(=O)C7=CC=CC=C7)(CO4)OC(=O)C)O)C)OC(=O)C. Cell line: U251. Synergy scores: CSS=29.9, Synergy_ZIP=-7.01, Synergy_Bliss=-5.09, Synergy_Loewe=-5.27, Synergy_HSA=-3.71.